Dataset: Full USPTO retrosynthesis dataset with 1.9M reactions from patents (1976-2016). Task: Predict the reactants needed to synthesize the given product. The reactants are: [Cl:1][C:2]1[CH:7]=[C:6]([NH:8][CH:9]2[CH2:11][CH2:10]2)[N:5]2[N:12]=[CH:13][C:14]([CH:15]=O)=[C:4]2[N:3]=1.[S:17]1[CH2:21][C:20](=[O:22])[NH:19][C:18]1=[O:23].N1CCCCC1.C(O)(C)C. Given the product [Cl:1][C:2]1[CH:7]=[C:6]([NH:8][CH:9]2[CH2:10][CH2:11]2)[N:5]2[N:12]=[CH:13][C:14]([CH:15]=[C:21]3[S:17][C:18](=[O:23])[NH:19][C:20]3=[O:22])=[C:4]2[N:3]=1, predict the reactants needed to synthesize it.